This data is from Full USPTO retrosynthesis dataset with 1.9M reactions from patents (1976-2016). The task is: Predict the reactants needed to synthesize the given product. Given the product [CH2:1]([C:3]1[N:8]=[C:7]([CH3:9])[C:6]([O:10][CH2:12][CH2:13][CH2:14][O:15][C:16]2[CH:17]=[C:18]3[C:22](=[CH:23][CH:24]=2)[C@H:21]([CH2:25][C:26]([O:28][CH3:29])=[O:27])[CH2:20][CH2:19]3)=[CH:5][CH:4]=1)[CH3:2], predict the reactants needed to synthesize it. The reactants are: [CH2:1]([C:3]1[N:8]=[C:7]([CH3:9])[C:6]([OH:10])=[CH:5][CH:4]=1)[CH3:2].Br[CH2:12][CH2:13][CH2:14][O:15][C:16]1[CH:17]=[C:18]2[C:22](=[CH:23][CH:24]=1)[C@H:21]([CH2:25][C:26]([O-:28])=[O:27])[CH2:20][CH2:19]2.[C:29](=O)([O-])[O-].[Cs+].[Cs+].